Dataset: Full USPTO retrosynthesis dataset with 1.9M reactions from patents (1976-2016). Task: Predict the reactants needed to synthesize the given product. (1) Given the product [CH3:24][O:23][C:21]1[CH:22]=[C:17]([NH:16][C:13]2[N:14]=[N:15][C:10]([CH:8]([NH:7][C:5]([C:4]3[CH:3]=[C:2]([CH:31]=[CH:30][CH:29]=3)[C:56]([O:55][CH3:54])=[O:57])=[O:6])[CH3:9])=[CH:11][N:12]=2)[CH:18]=[C:19]([O:27][CH3:28])[C:20]=1[O:25][CH3:26], predict the reactants needed to synthesize it. The reactants are: Br[C:2]1[CH:3]=[C:4]([CH:29]=[CH:30][CH:31]=1)[C:5]([NH:7][CH:8]([C:10]1[N:15]=[N:14][C:13]([NH:16][C:17]2[CH:22]=[C:21]([O:23][CH3:24])[C:20]([O:25][CH3:26])=[C:19]([O:27][CH3:28])[CH:18]=2)=[N:12][CH:11]=1)[CH3:9])=[O:6].NC(C1N=NC(NC2C=C(OC)C(OC)=C(OC)C=2)=NC=1)C.[CH3:54][O:55][C:56](C1C=C(C=CC=1)C(O)=O)=[O:57].C(N(CC)CC)C. (2) The reactants are: [C:1]([S:5][C:6]1[CH:11]=[CH:10][C:9]([N:12]2[CH2:17][CH2:16][C:15]([OH:18])=[C:14]([C:19]#[N:20])[C:13]2=[O:21])=[CH:8][CH:7]=1)([CH3:4])([CH3:3])[CH3:2].[C:22](Cl)(=O)C(Cl)=O. Given the product [C:1]([S:5][C:6]1[CH:11]=[CH:10][C:9]([N:12]2[CH2:17][CH2:16][C:15]([O:18][CH3:22])=[C:14]([C:19]#[N:20])[C:13]2=[O:21])=[CH:8][CH:7]=1)([CH3:4])([CH3:2])[CH3:3], predict the reactants needed to synthesize it. (3) Given the product [CH3:21][N:22]([CH3:39])[S:23]([C:26]1[CH:27]=[C:28]([CH:32]=[C:33]([C:35]([F:37])([F:36])[F:38])[CH:34]=1)[C:29]([N:5]([CH2:4][C:3]([O:2][CH3:1])=[O:20])[C:6]1[CH:7]=[N:8][CH:9]=[CH:10][C:11]=1[C:12]1[C:13]([O:18][CH3:19])=[N:14][CH:15]=[CH:16][CH:17]=1)=[O:30])(=[O:24])=[O:25], predict the reactants needed to synthesize it. The reactants are: [CH3:1][O:2][C:3](=[O:20])[CH2:4][NH:5][C:6]1[CH:7]=[N:8][CH:9]=[CH:10][C:11]=1[C:12]1[C:13]([O:18][CH3:19])=[N:14][CH:15]=[CH:16][CH:17]=1.[CH3:21][N:22]([CH3:39])[S:23]([C:26]1[CH:27]=[C:28]([CH:32]=[C:33]([C:35]([F:38])([F:37])[F:36])[CH:34]=1)[C:29](O)=[O:30])(=[O:25])=[O:24]. (4) Given the product [Br:41][CH2:15][C:11]1[CH:10]=[C:9]([CH:14]=[CH:13][CH:12]=1)[O:8][C:5]1[CH:4]=[CH:3][C:2]([Cl:1])=[CH:7][N:6]=1, predict the reactants needed to synthesize it. The reactants are: [Cl:1][C:2]1[CH:3]=[CH:4][C:5]([O:8][C:9]2[CH:10]=[C:11]([CH2:15]O)[CH:12]=[CH:13][CH:14]=2)=[N:6][CH:7]=1.N1C=CN=C1.C1(P(C2C=CC=CC=2)C2C=CC=CC=2)C=CC=CC=1.[Br:41]Br. (5) Given the product [CH3:4][O:5][C:6]1[CH:15]=[C:14]2[C:9]([C:10]([CH3:20])=[CH:11][C:12](=[O:19])[N:13]2[CH2:16][CH2:17][N:24]2[CH2:25][CH2:26][N:21]([C:32]([O:34][C:35]([CH3:36])([CH3:37])[CH3:38])=[O:33])[CH2:22][CH:23]2[C:27]([O:29][CH2:30][CH3:31])=[O:28])=[CH:8][CH:7]=1, predict the reactants needed to synthesize it. The reactants are: ClCCl.[CH3:4][O:5][C:6]1[CH:15]=[C:14]2[C:9]([C:10]([CH3:20])=[CH:11][C:12](=[O:19])[N:13]2[CH2:16][CH:17]=O)=[CH:8][CH:7]=1.[N:21]1([C:32]([O:34][C:35]([CH3:38])([CH3:37])[CH3:36])=[O:33])[CH2:26][CH2:25][NH:24][CH:23]([C:27]([O:29][CH2:30][CH3:31])=[O:28])[CH2:22]1.C(O[BH-](OC(=O)C)OC(=O)C)(=O)C.[Na+]. (6) Given the product [CH3:9][O:8][C:7]1[CH:6]=[CH:5][C:4]([C:10]2[CH:15]=[CH:14][C:13]([C:16]([O:18][CH3:38])=[O:17])=[CH:12][C:11]=2[CH3:19])=[CH:3][C:2]=1[B:20]1[O:24][C:23]([CH3:26])([CH3:25])[C:22]([CH3:28])([CH3:27])[O:21]1, predict the reactants needed to synthesize it. The reactants are: I[C:2]1[CH:3]=[C:4]([C:10]2[CH:15]=[CH:14][C:13]([C:16]([O-:18])=[O:17])=[CH:12][C:11]=2[CH3:19])[CH:5]=[CH:6][C:7]=1[O:8][CH3:9].[B:20]1([B:20]2[O:24][C:23]([CH3:26])([CH3:25])[C:22]([CH3:28])([CH3:27])[O:21]2)[O:24][C:23]([CH3:26])([CH3:25])[C:22]([CH3:28])([CH3:27])[O:21]1.[C:38]([O-])(=O)C.[K+].O1CCOCC1.